From a dataset of Full USPTO retrosynthesis dataset with 1.9M reactions from patents (1976-2016). Predict the reactants needed to synthesize the given product. (1) Given the product [C:17]([O:16][C:14]([N:7]1[C@H:6]([C:4]([OH:5])=[O:3])[CH2:11][C@:10]2([CH2:12][OH:13])[C@H:8]1[CH2:9]2)=[O:15])([CH3:20])([CH3:19])[CH3:18], predict the reactants needed to synthesize it. The reactants are: C([O:3][C:4]([C@@H:6]1[CH2:11][C@:10]2([CH2:12][OH:13])[C@@H:8]([CH2:9]2)[N:7]1[C:14]([O:16][C:17]([CH3:20])([CH3:19])[CH3:18])=[O:15])=[O:5])C.[OH-].[Na+].OS([O-])(=O)=O.[K+].CCOC(C)=O. (2) Given the product [CH2:37]([O:36][P:31]([C:28]([C:25]1[CH:26]=[CH:27][C:22]([CH2:21][N:20]([CH2:19][C:16]2[CH:15]=[CH:14][C:13]([C:10]([P:5]([O:6][CH2:7][CH3:8])([O:4][CH2:2][CH3:3])=[O:9])([F:11])[F:12])=[CH:18][CH:17]=2)[CH3:41])=[CH:23][CH:24]=1)([F:30])[F:29])(=[O:32])[O:33][CH2:34][CH3:35])[CH3:38], predict the reactants needed to synthesize it. The reactants are: Cl.[CH2:2]([O:4][P:5]([C:10]([C:13]1[CH:18]=[CH:17][C:16]([CH2:19][NH:20][CH2:21][C:22]2[CH:27]=[CH:26][C:25]([C:28]([P:31]([O:36][CH2:37][CH3:38])([O:33][CH2:34][CH3:35])=[O:32])([F:30])[F:29])=[CH:24][CH:23]=2)=[CH:15][CH:14]=1)([F:12])[F:11])(=[O:9])[O:6][CH2:7][CH3:8])[CH3:3].CI.[C:41]([O-])([O-])=O.[K+].[K+]. (3) Given the product [CH3:18][N:19]1[C:23]([C:24]2[CH:25]=[C:26]([NH:27][C:13]([C:6]3[CH:7]=[CH:8][CH:9]=[C:10]4[C:5]=3[NH:4][C:3]([C:2]([F:1])([F:17])[F:16])=[C:11]4[CH3:12])=[O:15])[CH:28]=[CH:29][CH:30]=2)=[CH:22][N:21]=[C:20]1[CH3:31], predict the reactants needed to synthesize it. The reactants are: [F:1][C:2]([F:17])([F:16])[C:3]1[NH:4][C:5]2[C:10]([C:11]=1[CH3:12])=[CH:9][CH:8]=[CH:7][C:6]=2[C:13]([OH:15])=O.[CH3:18][N:19]1[C:23]([C:24]2[CH:25]=[C:26]([CH:28]=[CH:29][CH:30]=2)[NH2:27])=[CH:22][N:21]=[C:20]1[CH3:31].Cl.C(N=C=NCCCN(C)C)C. (4) Given the product [F:1][C:2]([F:15])([F:16])[CH:3]([C:5]1[CH:6]=[CH:7][C:8]([C:11]([F:12])([F:13])[F:14])=[CH:9][CH:10]=1)[OH:4], predict the reactants needed to synthesize it. The reactants are: [F:1][C:2]([F:16])([F:15])[C:3]([C:5]1[CH:10]=[CH:9][C:8]([C:11]([F:14])([F:13])[F:12])=[CH:7][CH:6]=1)=[O:4].[BH4-].[Na+].[NH4+].[Cl-]. (5) Given the product [Cl:12][C:13]1[CH:18]=[CH:17][C:16]([C:19]2[C:20]([NH:28][C:9](=[O:11])[CH2:8][C:3]3[CH:4]=[CH:5][CH:6]=[CH:7][N:2]=3)=[N:21][N:22]3[CH:27]=[CH:26][CH:25]=[N:24][C:23]=23)=[CH:15][CH:14]=1, predict the reactants needed to synthesize it. The reactants are: Cl.[N:2]1[CH:7]=[CH:6][CH:5]=[CH:4][C:3]=1[CH2:8][C:9]([OH:11])=O.[Cl:12][C:13]1[CH:18]=[CH:17][C:16]([C:19]2[C:20]([NH2:28])=[N:21][N:22]3[CH:27]=[CH:26][CH:25]=[N:24][C:23]=23)=[CH:15][CH:14]=1. (6) Given the product [CH3:1][C:2]1[N:10]([CH:11]([C:13]2[CH:18]=[CH:17][CH:16]=[CH:15][CH:14]=2)[CH3:12])[C:5]2=[N:6][CH:7]=[CH:8][CH:9]=[C:4]2[C:3]=1[C:19]([OH:21])=[O:20], predict the reactants needed to synthesize it. The reactants are: [CH3:1][C:2]1[N:10]([CH:11]([C:13]2[CH:18]=[CH:17][CH:16]=[CH:15][CH:14]=2)[CH3:12])[C:5]2=[N:6][CH:7]=[CH:8][CH:9]=[C:4]2[C:3]=1[C:19]([O:21]C)=[O:20].[OH-].[Li+]. (7) Given the product [CH:1]1([N:7]2[CH2:13][C:12]([F:14])([F:15])[C:11](=[O:16])[N:10]([CH3:17])[C:9]3[CH:18]=[N:19][C:20]([NH:22][C:23]4[CH:31]=[CH:30][C:26]([C:27]([NH:65][C@H:61]5[CH2:62][CH2:63][CH2:64][N:59]([CH3:58])[CH2:60]5)=[O:29])=[CH:25][C:24]=4[O:32][CH3:33])=[N:21][C:8]2=3)[CH2:6][CH2:5][CH2:4][CH2:3][CH2:2]1, predict the reactants needed to synthesize it. The reactants are: [CH:1]1([N:7]2[CH2:13][C:12]([F:15])([F:14])[C:11](=[O:16])[N:10]([CH3:17])[C:9]3[CH:18]=[N:19][C:20]([NH:22][C:23]4[CH:31]=[CH:30][C:26]([C:27]([OH:29])=O)=[CH:25][C:24]=4[O:32][CH3:33])=[N:21][C:8]2=3)[CH2:6][CH2:5][CH2:4][CH2:3][CH2:2]1.CN(C(ON1N=NC2C=CC=NC1=2)=[N+](C)C)C.F[P-](F)(F)(F)(F)F.[CH3:58][N:59]1[CH2:64][CH2:63][CH2:62][C@H:61]([NH2:65])[CH2:60]1.